Dataset: Peptide-MHC class II binding affinity with 134,281 pairs from IEDB. Task: Regression. Given a peptide amino acid sequence and an MHC pseudo amino acid sequence, predict their binding affinity value. This is MHC class II binding data. (1) The peptide sequence is AFKVAATAANAAPMN. The MHC is DRB1_0802 with pseudo-sequence DRB1_0802. The binding affinity (normalized) is 0.667. (2) The peptide sequence is GAAMVEIALGGVMGG. The MHC is DRB4_0103 with pseudo-sequence DRB4_0103. The binding affinity (normalized) is 0. (3) The peptide sequence is IPFVHLGHRDALEDD. The MHC is HLA-DPA10301-DPB10402 with pseudo-sequence HLA-DPA10301-DPB10402. The binding affinity (normalized) is 0.234.